Task: Predict the reactants needed to synthesize the given product.. Dataset: Full USPTO retrosynthesis dataset with 1.9M reactions from patents (1976-2016) (1) Given the product [C:19]([O:18][C:17](=[O:23])[N:16]([C:13]1[CH:12]=[CH:11][C:10]([C:9]#[C:8][CH2:1][Br:5])=[CH:15][CH:14]=1)[CH:24]=[S:25](=[O:27])=[O:26])([CH3:22])([CH3:21])[CH3:20], predict the reactants needed to synthesize it. The reactants are: [C:1]([Br:5])(Br)(Br)Br.OC[C:8]#[C:9][C:10]1[CH:15]=[CH:14][C:13]([N:16]([CH:24]=[S:25](=[O:27])=[O:26])[C:17](=[O:23])[O:18][C:19]([CH3:22])([CH3:21])[CH3:20])=[CH:12][CH:11]=1.C1C=CC(P(C2C=CC=CC=2)C2C=CC=CC=2)=CC=1.O. (2) Given the product [O:12]1[C:13]2[C:8](=[CH:7][CH:6]=[C:5]([OH:4])[CH:14]=2)[CH:9]=[C:10]([C:15]2[CH:16]=[CH:17][CH:18]=[CH:19][CH:20]=2)[CH2:11]1, predict the reactants needed to synthesize it. The reactants are: C([O:4][C:5]1[CH:14]=[C:13]2[C:8]([CH:9]=[C:10]([C:15]3[CH:20]=[CH:19][CH:18]=[CH:17][CH:16]=3)[CH2:11][O:12]2)=[CH:7][CH:6]=1)(=O)C.N1C=CN=C1.O1C2C(=CC=C(O)C=2)C=C(C2C=CC(O)=CC=2)C1. (3) Given the product [F:45][C:42]([F:43])([F:44])[C:40]1[CH:39]=[C:5]([CH:4]=[C:3]([C:2]([F:1])([F:46])[F:47])[CH:41]=1)[CH2:6][N:7]([CH2:37][CH3:38])[C:8]1[CH:32]=[CH:31][C:30]([C:33]([F:35])([F:36])[F:34])=[CH:29][C:9]=1[CH2:10][NH:11][C:12]1[N:13]=[CH:14][C:15]([O:18][CH2:19][CH2:20][CH2:21][C:22]([OH:24])=[O:23])=[CH:16][N:17]=1, predict the reactants needed to synthesize it. The reactants are: [F:1][C:2]([F:47])([F:46])[C:3]1[CH:4]=[C:5]([CH:39]=[C:40]([C:42]([F:45])([F:44])[F:43])[CH:41]=1)[CH2:6][N:7]([CH2:37][CH3:38])[C:8]1[CH:32]=[CH:31][C:30]([C:33]([F:36])([F:35])[F:34])=[CH:29][C:9]=1[CH2:10][NH:11][C:12]1[N:17]=[CH:16][C:15]([O:18][CH2:19][CH2:20][CH2:21][C:22]([O:24]C(C)(C)C)=[O:23])=[CH:14][N:13]=1.Cl.C(=O)(O)[O-].[Na+].C(O)(=O)CC(CC(O)=O)(C(O)=O)O. (4) The reactants are: [CH3:1][C:2]1[CH:7]=[C:6]([CH3:8])[C:5]([N:9]2[C:16]3[N:12]([N:13]=[C:14]([C:17]4[CH:18]=[N:19][CH:20]=[CH:21][CH:22]=4)[CH:15]=3)[CH:11]=[CH:10]2)=[CH:4][C:3]=1[NH:23][C:24]([C:26]1[CH:27]=[C:28]([CH2:38][C:39](O)=[O:40])[CH:29]=[C:30]([S:32]([F:37])([F:36])([F:35])([F:34])[F:33])[CH:31]=1)=[O:25].C[N:43](C(ON1N=NC2C=CC=NC1=2)=[N+](C)C)C.F[P-](F)(F)(F)(F)F.C(N(CC)C(C)C)(C)C.N.CCCCC.C(OC(C)C)(C)C. Given the product [NH2:43][C:39](=[O:40])[CH2:38][C:28]1[CH:27]=[C:26]([CH:31]=[C:30]([S:32]([F:36])([F:37])([F:34])([F:33])[F:35])[CH:29]=1)[C:24]([NH:23][C:3]1[CH:4]=[C:5]([N:9]2[C:16]3[N:12]([N:13]=[C:14]([C:17]4[CH:18]=[N:19][CH:20]=[CH:21][CH:22]=4)[CH:15]=3)[CH:11]=[CH:10]2)[C:6]([CH3:8])=[CH:7][C:2]=1[CH3:1])=[O:25], predict the reactants needed to synthesize it.